This data is from Forward reaction prediction with 1.9M reactions from USPTO patents (1976-2016). The task is: Predict the product of the given reaction. (1) Given the reactants [NH2:1][C:2]1[S:3][CH:4]=[C:5]([CH2:7][Cl:8])[N:6]=1.CN(C)[CH:11]=[O:12].C(Cl)(Cl)=O, predict the reaction product. The product is: [Cl:8][CH2:7][C:5]1[N:6]=[C:2]([N:1]=[C:11]=[O:12])[S:3][CH:4]=1. (2) Given the reactants [I:1][C:2]1[CH:3]=[C:4]2[C:8](=[CH:9][CH:10]=1)[NH:7][C:6](=[O:11])[C:5]2=O.[NH:13]([C:15]([C:17]1[CH:22]=[CH:21][C:20]([NH:23][C:24](=[O:33])[CH2:25][O:26][C:27]2[CH:32]=[CH:31][CH:30]=[CH:29][CH:28]=2)=[CH:19][CH:18]=1)=[O:16])[NH2:14], predict the reaction product. The product is: [I:1][C:2]1[CH:3]=[C:4]2[C:8](=[CH:9][CH:10]=1)[NH:7][C:6](=[O:11])[C:5]2=[N:14][NH:13][C:15]([C:17]1[CH:18]=[CH:19][C:20]([NH:23][C:24](=[O:33])[CH2:25][O:26][C:27]2[CH:28]=[CH:29][CH:30]=[CH:31][CH:32]=2)=[CH:21][CH:22]=1)=[O:16]. (3) Given the reactants F[B-](F)(F)F.[Br:6][C:7]1[C:8]([CH3:15])=[C:9]([N+:13]#[N:14])[CH:10]=[CH:11][CH:12]=1.C([O-])(=O)C.[K+].C1OCCOCCOCCOCCOCCOC1, predict the reaction product. The product is: [Br:6][C:7]1[CH:12]=[CH:11][CH:10]=[C:9]2[C:8]=1[CH:15]=[N:14][NH:13]2. (4) Given the reactants [OH:1][C:2]1[CH:14]=[C:13]([CH3:15])[C:5]2[C:6]([CH2:9][C:10]([OH:12])=[O:11])=[CH:7][O:8][C:4]=2[CH:3]=1.S(=O)(=O)(O)O.[CH3:21]O, predict the reaction product. The product is: [CH3:21][O:11][C:10](=[O:12])[CH2:9][C:6]1[C:5]2[C:13]([CH3:15])=[CH:14][C:2]([OH:1])=[CH:3][C:4]=2[O:8][CH:7]=1. (5) Given the reactants [CH:1]([S:4][C:5]1[CH:6]=[CH:7][C:8](O)=[N:9][CH:10]=1)([CH3:3])[CH3:2].P(Br)(Br)([Br:14])=O, predict the reaction product. The product is: [Br:14][C:8]1[CH:7]=[CH:6][C:5]([S:4][CH:1]([CH3:3])[CH3:2])=[CH:10][N:9]=1. (6) Given the reactants [CH3:1][O:2][C:3]1[CH:75]=[C:74]([O:76][CH3:77])[CH:73]=[C:72]([O:78][CH3:79])[C:4]=1/[CH:5]=[CH:6]/[CH:7]([S:31]([CH:34](/[CH:58]=[CH:59]/[C:60]1[C:65]([O:66][CH3:67])=[CH:64][C:63]([O:68][CH3:69])=[CH:62][C:61]=1[O:70][CH3:71])[C:35]1[CH:40]=[CH:39][C:38]([O:41][CH3:42])=[C:37]([NH:43][C:44](=[O:57])[C:45]2[CH:50]=[C:49]([N+:51]([O-])=O)[CH:48]=[C:47]([N+:54]([O-])=O)[CH:46]=2)[CH:36]=1)(=[O:33])=[O:32])[C:8]1[CH:13]=[CH:12][C:11]([O:14][CH3:15])=[C:10]([NH:16][C:17](=[O:30])[C:18]2[CH:23]=[C:22]([N+:24]([O-])=O)[CH:21]=[C:20]([N+:27]([O-])=O)[CH:19]=2)[CH:9]=1.S(S([O-])=O)([O-])=O.[Na+].[Na+].O.[O-]S([O-])(=O)=O.[Na+].[Na+], predict the reaction product. The product is: [CH3:79][O:78][C:72]1[CH:73]=[C:74]([O:76][CH3:77])[CH:75]=[C:3]([O:2][CH3:1])[C:4]=1/[CH:5]=[CH:6]/[CH:7]([S:31]([CH:34](/[CH:58]=[CH:59]/[C:60]1[C:61]([O:70][CH3:71])=[CH:62][C:63]([O:68][CH3:69])=[CH:64][C:65]=1[O:66][CH3:67])[C:35]1[CH:40]=[CH:39][C:38]([O:41][CH3:42])=[C:37]([NH:43][C:44](=[O:57])[C:45]2[CH:50]=[C:49]([NH2:51])[CH:48]=[C:47]([NH2:54])[CH:46]=2)[CH:36]=1)(=[O:32])=[O:33])[C:8]1[CH:13]=[CH:12][C:11]([O:14][CH3:15])=[C:10]([NH:16][C:17](=[O:30])[C:18]2[CH:19]=[C:20]([NH2:27])[CH:21]=[C:22]([NH2:24])[CH:23]=2)[CH:9]=1.